From a dataset of Catalyst prediction with 721,799 reactions and 888 catalyst types from USPTO. Predict which catalyst facilitates the given reaction. (1) Reactant: C(O[BH-](OC(=O)C)OC(=O)C)(=O)C.[Na+].[S:15]1[CH:19]=[CH:18][C:17]([C:20]2[CH:27]=[CH:26][C:23]([CH:24]=O)=[CH:22][CH:21]=2)=[CH:16]1.Cl.[NH2:29][CH2:30][C:31]([N:33]1[CH2:38][CH2:37][N:36]([C:39](=[O:51])[C:40]2[CH:45]=[C:44]([F:46])[CH:43]=[CH:42][C:41]=2[C:47]([F:50])([F:49])[F:48])[CH2:35][CH2:34]1)=[O:32].FC1C=CC(C(F)(F)F)=C(C=1)C(O)=O.C(=O)(O)[O-].[Na+]. Product: [F:46][C:44]1[CH:43]=[CH:42][C:41]([C:47]([F:49])([F:48])[F:50])=[C:40]([CH:45]=1)[C:39]([N:36]1[CH2:37][CH2:38][N:33]([C:31](=[O:32])[CH2:30][NH:29][CH2:24][C:23]2[CH:26]=[CH:27][C:20]([C:17]3[CH:18]=[CH:19][S:15][CH:16]=3)=[CH:21][CH:22]=2)[CH2:34][CH2:35]1)=[O:51]. The catalyst class is: 325. (2) Reactant: [Cl:1][C:2]1[C:3]([O:12][C:13]2[CH:18]=[C:17]([O:19][CH:20]([CH3:22])[CH3:21])[CH:16]=[CH:15][C:14]=2[CH2:23][CH2:24][CH2:25][OH:26])=[N:4][CH:5]=[C:6]([C:8]([F:11])([F:10])[F:9])[CH:7]=1.Cl[S:28]([N:31]=[C:32]=[O:33])(=[O:30])=[O:29].[CH3:34][O:35][CH2:36][CH2:37][NH:38][CH3:39].Cl. Product: [CH3:34][O:35][CH2:36][CH2:37][N:38]([CH3:39])[S:28]([NH:31][C:32](=[O:33])[O:26][CH2:25][CH2:24][CH2:23][C:14]1[CH:15]=[CH:16][C:17]([O:19][CH:20]([CH3:21])[CH3:22])=[CH:18][C:13]=1[O:12][C:3]1[C:2]([Cl:1])=[CH:7][C:6]([C:8]([F:11])([F:10])[F:9])=[CH:5][N:4]=1)(=[O:30])=[O:29]. The catalyst class is: 852. (3) Reactant: [H-].[Al+3].[Li+].[H-].[H-].[H-].[CH3:7][O:8][C:9]1[C:10]2([C:30](OCC)=[O:31])[O:26][C:24]3=[C:25]4[C:11]52[C:16](=[CH:17][CH:18]=1)[CH:15]([CH2:19][C:20]4=[CH:21][CH:22]=[C:23]3[O:27][CH3:28])[N:14]([CH3:29])[CH2:13][CH2:12]5. Product: [CH3:7][O:8][C:9]1[C:10]2([CH2:30][OH:31])[O:26][C:24]3=[C:25]4[C:11]52[C:16](=[CH:17][CH:18]=1)[CH:15]([CH2:19][C:20]4=[CH:21][CH:22]=[C:23]3[O:27][CH3:28])[N:14]([CH3:29])[CH2:13][CH2:12]5. The catalyst class is: 1. (4) Reactant: CN(C(ON1N=NC2C=CC=NC1=2)=[N+](C)C)C.F[P-](F)(F)(F)(F)F.[CH2:25]([N:27]([CH2:38][CH3:39])[C@H:28]([C:32]1[CH:37]=[CH:36][CH:35]=[CH:34][CH:33]=1)[C:29](O)=[O:30])[CH3:26].CCN(C(C)C)C(C)C.N1CCC[C@H]1C1NC=C(/C=C/C2C=CC(/C=C/C3NC([C@@H]4CCCN4)=NC=3)=CC=2)N=1. Product: [CH2:38]([N:27]([CH2:25][CH3:26])[CH:28]([C:32]1[CH:37]=[CH:36][CH:35]=[CH:34][CH:33]=1)[CH:29]=[O:30])[CH3:39]. The catalyst class is: 3. (5) Reactant: Br[C:2]1[CH:3]=[C:4]2[C:8](=[CH:9][CH:10]=1)[NH:7][C:6]([CH3:11])=[CH:5]2.[Cu][C:13]#[N:14]. Product: [CH3:11][C:6]1[NH:7][C:8]2[C:4]([CH:5]=1)=[CH:3][C:2]([C:13]#[N:14])=[CH:10][CH:9]=2. The catalyst class is: 37. (6) Reactant: [Br:1][C:2]1[CH:9]=[CH:8][C:7]([CH:10]=[O:11])=[CH:6][C:3]=1[C:4]#[N:5].[BH4-].[Na+]. Product: [Br:1][C:2]1[CH:9]=[CH:8][C:7]([CH2:10][OH:11])=[CH:6][C:3]=1[C:4]#[N:5]. The catalyst class is: 14.